From a dataset of Catalyst prediction with 721,799 reactions and 888 catalyst types from USPTO. Predict which catalyst facilitates the given reaction. (1) Reactant: [CH:1]1([C:4](=[C:7]2[C:13]3[CH:14]=[CH:15][C:16]([C:18]#[C:19][Si](C)(C)C)=[CH:17][C:12]=3[CH2:11][O:10][C:9]3[CH:24]=[C:25]([F:28])[CH:26]=[CH:27][C:8]2=3)[C:5]#[N:6])[CH2:3][CH2:2]1.C(=O)([O-])[O-].[K+].[K+].O. Product: [CH:1]1([C:4](=[C:7]2[C:13]3[CH:14]=[CH:15][C:16]([C:18]#[CH:19])=[CH:17][C:12]=3[CH2:11][O:10][C:9]3[CH:24]=[C:25]([F:28])[CH:26]=[CH:27][C:8]2=3)[C:5]#[N:6])[CH2:3][CH2:2]1. The catalyst class is: 5. (2) Reactant: [F:1][C:2]1[CH:3]=[C:4]([CH:9]=[CH:10][C:11]=1[N+:12]([O-])=O)[C:5]([O:7][CH3:8])=[O:6].CO.[H][H]. Product: [NH2:12][C:11]1[CH:10]=[CH:9][C:4]([C:5]([O:7][CH3:8])=[O:6])=[CH:3][C:2]=1[F:1]. The catalyst class is: 78. (3) Reactant: [NH2:1][C@@H:2]1[CH2:7][CH2:6][C@H:5]([N:8]2[CH2:12][CH2:11][C@H:10]([NH:13][C:14](=[O:23])[O:15][CH2:16][C:17]3[CH:22]=[CH:21][CH:20]=[CH:19][CH:18]=3)[C:9]2=[O:24])[C@H:4]([CH2:25][CH3:26])[CH2:3]1.[C:27](O)(=O)C.[CH3:31][C:32]([CH3:34])=O. Product: [CH2:25]([C@@H:4]1[CH2:3][C@H:2]([N:1]([CH:32]([CH3:34])[CH3:31])[CH3:27])[CH2:7][CH2:6][C@@H:5]1[N:8]1[CH2:12][CH2:11][C@H:10]([NH:13][C:14](=[O:23])[O:15][CH2:16][C:17]2[CH:18]=[CH:19][CH:20]=[CH:21][CH:22]=2)[C:9]1=[O:24])[CH3:26]. The catalyst class is: 26. (4) Reactant: [CH3:1][C:2]1[N:3]([C:7]2[CH:12]=[CH:11][C:10]([NH:13][C:14]3[N:15]=[C:16]([NH:31][CH2:32][CH:33]4[CH2:38][CH2:37][O:36][CH2:35][CH2:34]4)[C:17]4[CH2:23][N:22](C(OC(C)(C)C)=O)[CH2:21][CH2:20][C:18]=4[N:19]=3)=[CH:9][CH:8]=2)[CH:4]=[CH:5][N:6]=1.Cl. Product: [CH3:1][C:2]1[N:3]([C:7]2[CH:12]=[CH:11][C:10]([NH:13][C:14]3[N:15]=[C:16]([NH:31][CH2:32][CH:33]4[CH2:38][CH2:37][O:36][CH2:35][CH2:34]4)[C:17]4[CH2:23][NH:22][CH2:21][CH2:20][C:18]=4[N:19]=3)=[CH:9][CH:8]=2)[CH:4]=[CH:5][N:6]=1. The catalyst class is: 5. (5) Reactant: C[O:2][C:3]([C:5]1[C:10]([OH:11])=[N:9][CH:8]=[C:7]([I:12])[N:6]=1)=[O:4].O[CH:14]1[CH2:19][CH2:18][N:17]([CH3:20])[CH2:16][CH2:15]1.C1(P(C2C=CC=CC=2)C2C=CC=CC=2)C=CC=CC=1.C1(C)C=CC=CC=1.N(C(OC(C)C)=O)=NC(OC(C)C)=O. Product: [I:12][C:7]1[N:6]=[C:5]([C:3]([OH:2])=[O:4])[C:10]([O:11][CH:14]2[CH2:19][CH2:18][N:17]([CH3:20])[CH2:16][CH2:15]2)=[N:9][CH:8]=1. The catalyst class is: 7. (6) Reactant: O[C:2]1([C:11]2[CH:16]=[C:15]([F:17])[CH:14]=[C:13]([F:18])[CH:12]=2)[CH2:7][CH2:6][CH:5]([CH2:8][CH2:9][CH3:10])[CH2:4][CH2:3]1.O. Product: [CH2:8]([C@H:5]1[CH2:4][CH2:3][C@H:2]([C:11]2[CH:12]=[C:13]([F:18])[CH:14]=[C:15]([F:17])[CH:16]=2)[CH2:7][CH2:6]1)[CH2:9][CH3:10]. The catalyst class is: 11. (7) Reactant: [C:1]12([C:11]3[C:12]([OH:32])=[CH:13][C:14]([OH:31])=[C:15]([CH:30]=3)[C:16]([NH:18][CH2:19][C:20]3[CH:25]=[C:24]([O:26][CH3:27])[CH:23]=[C:22]([O:28]C)[CH:21]=3)=[O:17])[CH2:10][CH:5]3[CH2:6][CH:7]([CH2:9][CH:3]([CH2:4]3)[CH2:2]1)[CH2:8]2.B(Br)(Br)Br.CO. Product: [C:1]12([C:11]3[C:12]([OH:32])=[CH:13][C:14]([OH:31])=[C:15]([CH:30]=3)[C:16]([NH:18][CH2:19][C:20]3[CH:25]=[C:24]([O:26][CH3:27])[CH:23]=[C:22]([OH:28])[CH:21]=3)=[O:17])[CH2:8][CH:7]3[CH2:9][CH:3]([CH2:4][CH:5]([CH2:6]3)[CH2:10]1)[CH2:2]2. The catalyst class is: 4.